From a dataset of Peptide-MHC class I binding affinity with 185,985 pairs from IEDB/IMGT. Regression. Given a peptide amino acid sequence and an MHC pseudo amino acid sequence, predict their binding affinity value. This is MHC class I binding data. (1) The peptide sequence is FTRRLAGT. The MHC is H-2-Kb with pseudo-sequence H-2-Kb. The binding affinity (normalized) is 0.0568. (2) The peptide sequence is THEANTMAM. The MHC is HLA-A02:01 with pseudo-sequence HLA-A02:01. The binding affinity (normalized) is 0.0847. (3) The peptide sequence is NARGEDTQMR. The MHC is HLA-A03:01 with pseudo-sequence HLA-A03:01. The binding affinity (normalized) is 0.0174.